This data is from Forward reaction prediction with 1.9M reactions from USPTO patents (1976-2016). The task is: Predict the product of the given reaction. (1) Given the reactants S(OC)(O[CH3:5])(=O)=O.[OH:8][C:9]1[CH:14]=[CH:13][C:12]([C:15](=[O:17])[CH3:16])=[CH:11][C:10]=1[CH3:18].C(=O)([O-])[O-].[K+].[K+], predict the reaction product. The product is: [CH3:5][O:8][C:9]1[CH:14]=[CH:13][C:12]([C:15](=[O:17])[CH3:16])=[CH:11][C:10]=1[CH3:18]. (2) Given the reactants Cl[CH2:2][CH2:3][CH2:4][S:5][C:6]1[N:7]([CH3:18])[C:8]([C:11]2[S:15][C:14]([CH3:16])=[N:13][C:12]=2[CH3:17])=[N:9][N:10]=1.C([O-])([O-])=O.[K+].[K+].Cl.[Cl:26][C:27]1[CH:28]=[C:29]2[C:37](=[CH:38][CH:39]=1)[C:32]1([CH2:36][CH2:35][NH:34][CH2:33]1)[CH2:31][CH2:30]2.[Na+].[I-], predict the reaction product. The product is: [Cl:26][C:27]1[CH:28]=[C:29]2[C:37](=[CH:38][CH:39]=1)[C:32]1([CH2:36][CH2:35][N:34]([CH2:2][CH2:3][CH2:4][S:5][C:6]3[N:7]([CH3:18])[C:8]([C:11]4[S:15][C:14]([CH3:16])=[N:13][C:12]=4[CH3:17])=[N:9][N:10]=3)[CH2:33]1)[CH2:31][CH2:30]2. (3) Given the reactants C(=O)([O-])[O-].[K+].[K+].Cl.[OH:8][C:9]([CH3:29])([CH3:28])[CH2:10][NH:11][C:12]1[C:21]2[C:16](=[CH:17][CH:18]=[CH:19][CH:20]=2)[N:15]=[CH:14][C:13]=1[NH:22][C:23](=O)[CH2:24][O:25][CH3:26], predict the reaction product. The product is: [CH3:26][O:25][CH2:24][C:23]1[N:11]([CH2:10][C:9]([CH3:29])([OH:8])[CH3:28])[C:12]2[C:21]3[CH:20]=[CH:19][CH:18]=[CH:17][C:16]=3[N:15]=[CH:14][C:13]=2[N:22]=1. (4) Given the reactants [C:1]([NH:4][CH2:5][CH2:6][NH:7][C:8]1[C:9]2[CH:22]=[C:21]([C:23]([OH:25])=[O:24])[NH:20][C:10]=2[N:11]=[C:12]([C:14]2[CH:19]=[CH:18][CH:17]=[CH:16][CH:15]=2)[N:13]=1)(=[O:3])[CH3:2].CN(C([O:33]N1N=NC2C=CC=CC1=2)=[N+](C)C)C.[B-](F)(F)(F)F.C(N([CH2:53][CH3:54])CC)C.C[N:56]([CH:58]=[O:59])[CH3:57], predict the reaction product. The product is: [O:33]=[C:57]1[CH2:54][CH2:53][C:58](=[O:59])[N:56]1[O:24][C:23]([C:21]1[NH:20][C:10]2[N:11]=[C:12]([C:14]3[CH:19]=[CH:18][CH:17]=[CH:16][CH:15]=3)[N:13]=[C:8]([NH:7][CH2:6][CH2:5][NH:4][C:1](=[O:3])[CH3:2])[C:9]=2[CH:22]=1)=[O:25]. (5) Given the reactants [CH3:1][C:2]1[O:6][C:5]([C:7]([OH:9])=[O:8])=[CH:4][CH:3]=1.OS(O)(=O)=O.[C:15]([O-])(O)=O.[Na+].[OH-].[Na+], predict the reaction product. The product is: [CH3:1][C:2]1[O:6][C:5]([C:7]([O:9][CH3:15])=[O:8])=[CH:4][CH:3]=1.